From a dataset of Full USPTO retrosynthesis dataset with 1.9M reactions from patents (1976-2016). Predict the reactants needed to synthesize the given product. Given the product [Br:17][C:3]1[C:2]([CH3:1])=[CH:11][C:10]2[C:9]([CH3:12])([CH3:13])[CH:8]([O:14][C:19](=[O:22])[CH3:20])[CH2:7][C:6]([CH3:16])([CH3:15])[C:5]=2[CH:4]=1, predict the reactants needed to synthesize it. The reactants are: [CH3:1][C:2]1[CH:3]=[CH:4][C:5]2[C:6]([CH3:16])([CH3:15])[CH2:7][CH:8]([OH:14])[C:9]([CH3:13])([CH3:12])[C:10]=2[CH:11]=1.[Br:17]Br.[C:19]([OH:22])(=O)[CH3:20].